Dataset: Catalyst prediction with 721,799 reactions and 888 catalyst types from USPTO. Task: Predict which catalyst facilitates the given reaction. Reactant: [CH3:1][C:2]1[N:10]([C:11]([C:13]2[CH:14]=[CH:15][C:16]([Cl:19])=[CH:17][CH:18]=2)=[O:12])[C:9]2[CH:8]=[CH:7][C:6]([O:20][CH3:21])=[CH:5][C:4]=2[C:3]=1[CH2:22][C:23]([OH:25])=[O:24].[CH3:26][CH2:27][C:28]1[CH:33]=[CH:32][C:31]([C:34]([CH:36]([CH2:38][N:39]2[CH2:44][CH2:43][CH2:42][CH2:41][CH2:40]2)[CH3:37])=[O:35])=[CH:30][CH:29]=1.Cl.[OH-].[Na+]. Product: [CH3:1][C:2]1[N:10]([C:11]([C:13]2[CH:14]=[CH:15][C:16]([Cl:19])=[CH:17][CH:18]=2)=[O:12])[C:9]2[CH:8]=[CH:7][C:6]([O:20][CH3:21])=[CH:5][C:4]=2[C:3]=1[CH2:22][C:23]([OH:25])=[O:24].[CH3:26][CH2:27][C:28]1[CH:33]=[CH:32][C:31]([C:34]([CH:36]([CH2:38][N:39]2[CH2:44][CH2:43][CH2:42][CH2:41][CH2:40]2)[CH3:37])=[O:35])=[CH:30][CH:29]=1. The catalyst class is: 5.